This data is from Full USPTO retrosynthesis dataset with 1.9M reactions from patents (1976-2016). The task is: Predict the reactants needed to synthesize the given product. (1) Given the product [Cl:1][C:2]1[CH:8]=[CH:7][C:5]([NH:6][C:21](=[O:22])[C:20]2[CH:24]=[CH:25][C:17]([O:15][CH3:16])=[CH:18][CH:19]=2)=[CH:4][C:3]=1[C:9]1[CH:14]=[CH:13][CH:12]=[CH:11][N:10]=1, predict the reactants needed to synthesize it. The reactants are: [Cl:1][C:2]1[CH:8]=[CH:7][C:5]([NH2:6])=[CH:4][C:3]=1[C:9]1[CH:14]=[CH:13][CH:12]=[CH:11][N:10]=1.[O:15]([C:17]1[CH:25]=[CH:24][C:20]([C:21](O)=[O:22])=[CH:19][CH:18]=1)[CH3:16]. (2) Given the product [Cl:1][C:2]1[CH:3]=[C:4]([C:12]2[O:16][N:15]=[C:14]([C:17]3[C:18]([F:33])=[CH:19][CH:20]=[C:21]4[C:25]=3[NH:24][CH:23]=[C:22]4[CH2:26][CH2:27][C:28]([OH:30])=[O:29])[N:13]=2)[CH:5]=[N:6][C:7]=1[O:8][CH:9]([CH3:11])[CH3:10], predict the reactants needed to synthesize it. The reactants are: [Cl:1][C:2]1[CH:3]=[C:4]([C:12]2[O:16][N:15]=[C:14]([C:17]3[C:18]([F:33])=[CH:19][CH:20]=[C:21]4[C:25]=3[NH:24][CH:23]=[C:22]4[CH2:26][CH2:27][C:28]([O:30]CC)=[O:29])[N:13]=2)[CH:5]=[N:6][C:7]=1[O:8][CH:9]([CH3:11])[CH3:10].[OH-].[Na+].